This data is from Blood-brain barrier permeability classification from the B3DB database. The task is: Regression/Classification. Given a drug SMILES string, predict its absorption, distribution, metabolism, or excretion properties. Task type varies by dataset: regression for continuous measurements (e.g., permeability, clearance, half-life) or binary classification for categorical outcomes (e.g., BBB penetration, CYP inhibition). Dataset: b3db_classification. (1) The result is 1 (penetrates BBB). The molecule is OC(c1ccccc1)(c1ccccc1)[C@H]1C[C@H]1c1ccncc1. (2) The result is 0 (does not penetrate BBB). The molecule is CCCCC[C@H](O)/C=C/[C@H]1[C@H](O)CC(=O)[C@@H]1C/C=C\CCCC(=O)O. (3) The compound is O=C(CCCN1CCC(n2c(=O)[nH]c3ccccc32)CC1)c1ccc(F)cc1. The result is 1 (penetrates BBB). (4) The molecule is CC1(C)SC2C(NC(=O)C(NS(=O)(=O)O)c3ccccc3)C(=O)N2C1C(=O)O. The result is 0 (does not penetrate BBB).